This data is from Full USPTO retrosynthesis dataset with 1.9M reactions from patents (1976-2016). The task is: Predict the reactants needed to synthesize the given product. Given the product [F:9][C:10]1[CH:15]=[CH:14][C:13]([O:16][CH2:17][C:18]#[C:19][C:2]2[CH:7]=[C:6]([CH3:8])[CH:5]=[CH:4][N:3]=2)=[C:12]([O:20][CH3:21])[CH:11]=1, predict the reactants needed to synthesize it. The reactants are: Br[C:2]1[CH:7]=[C:6]([CH3:8])[CH:5]=[CH:4][N:3]=1.[F:9][C:10]1[CH:15]=[CH:14][C:13]([O:16][CH2:17][C:18]#[CH:19])=[C:12]([O:20][CH3:21])[CH:11]=1.C(NC(C)C)(C)C.